From a dataset of Catalyst prediction with 721,799 reactions and 888 catalyst types from USPTO. Predict which catalyst facilitates the given reaction. (1) Reactant: [CH2:1]([O:4][CH2:5][C:6]1[N:10]=[C:9]([C:11](OC)=[O:12])[O:8][N:7]=1)[CH2:2][CH3:3].[BH4-].[Na+]. Product: [CH2:1]([O:4][CH2:5][C:6]1[N:10]=[C:9]([CH2:11][OH:12])[O:8][N:7]=1)[CH2:2][CH3:3]. The catalyst class is: 5. (2) Reactant: [C:1]([O:11][CH:12]([CH3:14])[CH3:13])(=[O:10])/[CH:2]=[CH:3]/[C:4]([O:6][CH:7]([CH3:9])[CH3:8])=[O:5].[C:15]([O:26][CH2:27][CH2:28][CH2:29][CH3:30])(=[O:25])/[CH:16]=[CH:17]/[C:18]([O:20][CH2:21][CH2:22][CH2:23][CH3:24])=[O:19]. Product: [C:4]([O:6][CH:7]([CH3:9])[CH3:8])(=[O:5])/[CH:3]=[CH:2]/[C:1]([O:11][CH:12]([CH3:14])[CH3:13])=[O:10].[C:18]([O:20][CH2:21][CH2:22][CH2:23][CH3:24])(=[O:19])/[CH:17]=[CH:16]/[C:15]([O:26][CH2:27][CH2:28][CH2:29][CH3:30])=[O:25]. The catalyst class is: 6.